From a dataset of Full USPTO retrosynthesis dataset with 1.9M reactions from patents (1976-2016). Predict the reactants needed to synthesize the given product. (1) Given the product [CH3:16][O:15][C:13](=[O:14])[CH2:12][CH2:11][CH2:10][CH2:9][CH2:8][CH2:7][CH2:6][CH2:5][CH2:4][CH2:3][CH2:2][NH:1][C:17]([C:20]1[CH:21]=[C:22]([B:29]([OH:31])[OH:30])[CH:23]=[C:24]([N+:26]([O-:28])=[O:27])[CH:25]=1)=[O:18], predict the reactants needed to synthesize it. The reactants are: [NH2:1][CH2:2][CH2:3][CH2:4][CH2:5][CH2:6][CH2:7][CH2:8][CH2:9][CH2:10][CH2:11][CH2:12][C:13]([O:15][CH3:16])=[O:14].[C:17]([C:20]1[CH:21]=[C:22]([B:29]([OH:31])[OH:30])[CH:23]=[C:24]([N+:26]([O-:28])=[O:27])[CH:25]=1)(O)=[O:18].CN(C(ON1N=NC2C=CC=CC1=2)=[N+](C)C)C.[B-](F)(F)(F)F.CO. (2) Given the product [CH:1]1[C:10]2[C:5](=[CH:6][CH:7]=[CH:8][CH:9]=2)[CH:4]=[CH:3][C:2]=1[CH:11]=[CH:13][C:14](=[O:15])[CH:16]=[CH:11][C:2]1[CH:3]=[CH:4][C:5]2[C:10](=[CH:9][CH:8]=[CH:7][CH:6]=2)[CH:1]=1, predict the reactants needed to synthesize it. The reactants are: [CH:1]1[C:10]2[C:5](=[CH:6][CH:7]=[CH:8][CH:9]=2)[CH:4]=[CH:3][C:2]=1[CH:11]=O.[CH3:13][C:14]([CH3:16])=[O:15].[OH-].[Na+].O. (3) Given the product [Cl:11][C:4]1[CH:3]=[C:2]([C:12]2[CH2:17][CH2:16][CH2:15][CH2:14][CH:13]=2)[N:7]=[C:6]2[CH2:8][CH2:9][CH2:10][C:5]=12, predict the reactants needed to synthesize it. The reactants are: Cl[C:2]1[N:7]=[C:6]2[CH2:8][CH2:9][CH2:10][C:5]2=[C:4]([Cl:11])[CH:3]=1.[C:12]1(B(O)O)[CH2:17][CH2:16][CH2:15][CH2:14][CH:13]=1. (4) Given the product [Br-:1].[CH3:13][C:9]1([CH3:14])[CH2:8][CH2:7][C:6]([CH3:16])([CH3:15])[C:5]2[CH:4]=[C:3]([C:2]3[CH:34]=[CH:33][CH:32]=[CH:31][C:30]=3[P+:23]([CH3:36])([C:17]3[CH:22]=[CH:21][CH:20]=[CH:19][CH:18]=3)[C:24]3[CH:29]=[CH:28][CH:27]=[CH:26][CH:25]=3)[CH:12]=[CH:11][C:10]1=2, predict the reactants needed to synthesize it. The reactants are: [Br:1][CH2:2][C:3]1[CH:4]=[C:5]2[C:10](=[CH:11][CH:12]=1)[C:9]([CH3:14])([CH3:13])[CH2:8][CH2:7][C:6]2([CH3:16])[CH3:15].[C:17]1([P:23]([C:30]2C=[CH:34][CH:33]=[CH:32][CH:31]=2)[C:24]2[CH:29]=[CH:28][CH:27]=[CH:26][CH:25]=2)[CH:22]=[CH:21][CH:20]=[CH:19][CH:18]=1.[CH2:36](OCC)C. (5) Given the product [NH2:6][C:7]1[CH:8]=[C:9]([C:10]2[S:4][C:3]([NH2:5])=[N:2][N:1]=2)[CH:12]=[CH:13][CH:14]=1, predict the reactants needed to synthesize it. The reactants are: [NH2:1][NH:2][C:3]([NH2:5])=[S:4].[NH2:6][C:7]1[CH:8]=[C:9]([CH:12]=[CH:13][CH:14]=1)[C:10]#N.C([O-])(O)=O.[Na+]. (6) Given the product [Cl:33][C:34]1[CH:39]=[CH:38][C:37]([C:40]2[N:41]=[C:42]3[CH:47]=[CH:46][CH:45]=[CH:44][N:43]3[C:48]=2[CH2:49][C:50]2[CH:55]=[N:54][CH:53]=[C:52]([NH:59][NH:58][CH3:57])[N:51]=2)=[CH:36][CH:35]=1, predict the reactants needed to synthesize it. The reactants are: ClC1C=CC2N(C(CNC3N=C(N4CCC(C)(O)CC4)C=CN=3)=C(C3C=CC=CC=3)N=2)C=1.[Cl:33][C:34]1[CH:39]=[CH:38][C:37]([C:40]2[N:41]=[C:42]3[CH:47]=[CH:46][CH:45]=[CH:44][N:43]3[C:48]=2[CH2:49][C:50]2[CH:55]=[N:54][CH:53]=[C:52](Cl)[N:51]=2)=[CH:36][CH:35]=1.[CH3:57][NH:58][NH2:59].